Dataset: Full USPTO retrosynthesis dataset with 1.9M reactions from patents (1976-2016). Task: Predict the reactants needed to synthesize the given product. (1) Given the product [Cl:1][C:2]1[CH:7]=[C:6]([Cl:8])[CH:5]=[CH:4][C:3]=1[O:9][C:11]1[CH:16]=[CH:15][C:14]([F:17])=[CH:13][C:12]=1[N+:18]([O-:20])=[O:19].[Cl:21][C:22]1[CH:36]=[C:35]([Cl:37])[CH:34]=[CH:33][C:23]=1[O:24][C:25]1[CH:31]=[CH:30][C:29]([F:32])=[CH:28][C:26]=1[NH:27][C:3]([NH:38][C:39]1[S:40][CH:41]=[CH:42][N:43]=1)=[O:9], predict the reactants needed to synthesize it. The reactants are: [Cl:1][C:2]1[CH:7]=[C:6]([Cl:8])[CH:5]=[CH:4][C:3]=1[OH:9].F[C:11]1[CH:16]=[CH:15][C:14]([F:17])=[CH:13][C:12]=1[N+:18]([O-:20])=[O:19].[Cl:21][C:22]1[CH:36]=[C:35]([Cl:37])[CH:34]=[CH:33][C:23]=1[O:24][C:25]1[CH:31]=[CH:30][C:29]([F:32])=[CH:28][C:26]=1[NH2:27].[NH2:38][C:39]1[S:40][CH:41]=[CH:42][N:43]=1. (2) Given the product [F:76][C:74]1[CH:75]=[C:70]([CH:71]=[C:72]([F:77])[CH:73]=1)[CH2:69][C@H:55]([NH:54][C:33]([N:30]1[CH2:29][CH2:28][CH:27]([CH2:26][S:23]([CH3:22])(=[O:24])=[O:25])[CH2:32][CH2:31]1)=[O:35])[C@H:56]([OH:68])[CH2:57][NH:58][CH2:59][C:60]1[CH:65]=[CH:64][CH:63]=[C:62]([CH2:66][CH3:67])[CH:61]=1, predict the reactants needed to synthesize it. The reactants are: ClC(Cl)(OC(=O)OC(Cl)(Cl)Cl)Cl.C(N(C(C)C)CC)(C)C.[CH3:22][S:23]([CH2:26][CH:27]1[CH2:32][CH2:31][N:30]([C:33]([O:35]C(C)(C)C)=O)[CH2:29][CH2:28]1)(=[O:25])=[O:24].C1(N)C(F)=C(F)C(F)=C(N)C=1F.Cl.Cl.[NH2:54][C@@H:55]([CH2:69][C:70]1[CH:75]=[C:74]([F:76])[CH:73]=[C:72]([F:77])[CH:71]=1)[C@H:56]([OH:68])[CH2:57][NH:58][CH2:59][C:60]1[CH:65]=[CH:64][CH:63]=[C:62]([CH2:66][CH3:67])[CH:61]=1.Cl. (3) Given the product [Cl:14][CH2:1][C:2]1[N:3]=[C:4]([N:8]2[CH2:9][CH2:10][O:11][CH2:12][CH2:13]2)[S:5][C:6]=1[CH3:7], predict the reactants needed to synthesize it. The reactants are: [CH3:1][C:2]1[N:3]=[C:4]([N:8]2[CH2:13][CH2:12][O:11][CH2:10][CH2:9]2)[S:5][C:6]=1[CH3:7].[Cl:14]N1C(=O)CCC1=O.